Predict the reactants needed to synthesize the given product. From a dataset of Full USPTO retrosynthesis dataset with 1.9M reactions from patents (1976-2016). (1) The reactants are: [Br:1][C:2]1[CH:16]=[CH:15][CH:14]=[CH:13][C:3]=1[CH2:4][CH:5]([CH2:9][CH:10]([CH3:12])[CH3:11])[C:6]([OH:8])=O.C1CN([P+](O[N:34]2N=[N:41][C:36]3C=CC=C[C:35]2=3)(N2CCCC2)N2CCCC2)CC1.F[P-](F)(F)(F)(F)F.Cl.NCC#N.C(N(CC)CC)C.C([O-])(O)=O.[Na+]. Given the product [Br:1][C:2]1[CH:16]=[CH:15][CH:14]=[CH:13][C:3]=1[CH2:4][CH:5]([CH2:9][CH:10]([CH3:12])[CH3:11])[C:6]([NH:41][CH2:36][C:35]#[N:34])=[O:8], predict the reactants needed to synthesize it. (2) Given the product [C:41]([OH:48])(=[O:47])[CH2:42][CH2:43][C:44]([OH:46])=[O:45].[F:1][C:2]1[CH:3]=[C:4]([CH:37]=[C:38]([F:40])[CH:39]=1)[CH2:5][C@@H:6]1[CH2:11][NH:10][CH2:9][CH2:8][N:7]1[C:12]([C:14]1[N:15]=[CH:16][N:17]([C@H:25]2[CH2:30][CH2:29][CH2:28][CH2:27][C@@H:26]2[NH:31][C:32](=[O:36])[O:33][CH2:34][CH3:35])[C:18]=1[C:19]1[CH:20]=[CH:21][CH:22]=[CH:23][CH:24]=1)=[O:13], predict the reactants needed to synthesize it. The reactants are: [F:1][C:2]1[CH:3]=[C:4]([CH:37]=[C:38]([F:40])[CH:39]=1)[CH2:5][C@@H:6]1[CH2:11][NH:10][CH2:9][CH2:8][N:7]1[C:12]([C:14]1[N:15]=[CH:16][N:17]([C@H:25]2[CH2:30][CH2:29][CH2:28][CH2:27][C@@H:26]2[NH:31][C:32](=[O:36])[O:33][CH2:34][CH3:35])[C:18]=1[C:19]1[CH:24]=[CH:23][CH:22]=[CH:21][CH:20]=1)=[O:13].[C:41]([OH:48])(=[O:47])[CH2:42][CH2:43][C:44]([OH:46])=[O:45]. (3) Given the product [F:1][C:2]1[CH:3]=[CH:4][C:5]([CH:8]([CH3:12])[CH2:9][CH:10]=[O:11])=[CH:6][CH:7]=1, predict the reactants needed to synthesize it. The reactants are: [F:1][C:2]1[CH:7]=[CH:6][C:5]([CH:8]([CH3:12])[CH2:9][CH2:10][OH:11])=[CH:4][CH:3]=1.C(Cl)(=O)C(Cl)=O.CS(C)=O. (4) Given the product [CH2:26]([O:28][CH2:29][CH2:30][O:31][C:32]1[C:39]([O:40][CH3:41])=[CH:38][CH:37]=[CH:36][C:33]=1/[CH:34]=[CH:1]/[C:2]1[N:3]=[C:4]2[S:5][C:6]3[CH:25]=[CH:24][CH:23]=[CH:22][C:7]=3[N:8]2[C:9](=[O:21])[C:10]=1[C:11]1[CH:12]=[CH:13][C:14]([C:17]([F:18])([F:19])[F:20])=[CH:15][CH:16]=1)[CH3:27], predict the reactants needed to synthesize it. The reactants are: [CH3:1][C:2]1[N:3]=[C:4]2[N:8]([C:9](=[O:21])[C:10]=1[C:11]1[CH:16]=[CH:15][C:14]([C:17]([F:20])([F:19])[F:18])=[CH:13][CH:12]=1)[C:7]1[CH:22]=[CH:23][CH:24]=[CH:25][C:6]=1[S:5]2.[CH2:26]([O:28][CH2:29][CH2:30][O:31][C:32]1[C:39]([O:40][CH3:41])=[CH:38][CH:37]=[CH:36][C:33]=1[CH:34]=O)[CH3:27].[O-]CC.[Na+].